Dataset: Catalyst prediction with 721,799 reactions and 888 catalyst types from USPTO. Task: Predict which catalyst facilitates the given reaction. (1) Reactant: [H-].[Na+].ClCCl.CN(C)C=O.[F:11][C:12]([F:32])([F:31])[C:13]1[CH:18]=[CH:17][C:16]([NH:19][C:20](=[O:30])[CH2:21][C@@H:22](OS(C)(=O)=O)[CH2:23][CH3:24])=[CH:15][CH:14]=1. Product: [CH2:23]([C@H:22]1[N:19]([C:16]2[CH:17]=[CH:18][C:13]([C:12]([F:32])([F:31])[F:11])=[CH:14][CH:15]=2)[C:20](=[O:30])[CH2:21]1)[CH3:24]. The catalyst class is: 6. (2) Reactant: C(P(C(C)(C)C)C1C(OC)=CC=C(OC)C=1C1C(C(C)C)=CC(C(C)C)=CC=1C(C)C)(C)(C)C.[O-]P([O-])([O-])=O.[K+].[K+].[K+].C(O)(CC)(C)C.FC(F)(S(O[C:65]1[CH:74]=[CH:73][C:72]2[C:67](=[CH:68][CH:69]=[C:70]([C:75]3[CH:80]=[C:79]([N:81]4[CH:86]=[CH:85][C:84](=[O:87])[NH:83][C:82]4=[O:88])[CH:78]=[C:77]([C:89]([CH3:92])([CH3:91])[CH3:90])[C:76]=3[O:93][CH3:94])[CH:71]=2)[CH:66]=1)(=O)=O)C(F)(F)C(F)(F)C(F)(F)F.[CH3:96][S:97]([NH2:100])(=[O:99])=[O:98]. Product: [C:89]([C:77]1[C:76]([O:93][CH3:94])=[C:75]([C:70]2[CH:71]=[C:72]3[C:67](=[CH:68][CH:69]=2)[CH:66]=[C:65]([NH:100][S:97]([CH3:96])(=[O:99])=[O:98])[CH:74]=[CH:73]3)[CH:80]=[C:79]([N:81]2[CH:86]=[CH:85][C:84](=[O:87])[NH:83][C:82]2=[O:88])[CH:78]=1)([CH3:91])([CH3:90])[CH3:92]. The catalyst class is: 110.